The task is: Predict the reactants needed to synthesize the given product.. This data is from Full USPTO retrosynthesis dataset with 1.9M reactions from patents (1976-2016). (1) The reactants are: [O:1]1[C:5]2([CH2:10][CH2:9][CH:8]([OH:11])[CH2:7][CH2:6]2)[O:4][CH2:3][CH2:2]1.[H-].[Na+].IC.[C:16](OCC)(=O)C.CCCCCC. Given the product [CH3:16][O:11][CH:8]1[CH2:9][CH2:10][C:5]2([O:4][CH2:3][CH2:2][O:1]2)[CH2:6][CH2:7]1, predict the reactants needed to synthesize it. (2) Given the product [O:1]1[C:5]2[CH:6]=[CH:7][C:8]([C:10]3[CH:17]=[CH:16][C:13]([CH2:14][NH:18][CH:19]4[CH2:27][C:26]5[C:21](=[CH:22][CH:23]=[CH:24][CH:25]=5)[CH2:20]4)=[CH:12][CH:11]=3)=[CH:9][C:4]=2[N:3]=[CH:2]1, predict the reactants needed to synthesize it. The reactants are: [O:1]1[C:5]2[CH:6]=[CH:7][C:8]([C:10]3[CH:17]=[CH:16][C:13]([CH:14]=O)=[CH:12][CH:11]=3)=[CH:9][C:4]=2[N:3]=[CH:2]1.[NH2:18][CH:19]1[CH2:27][C:26]2[C:21](=[CH:22][CH:23]=[CH:24][CH:25]=2)[CH2:20]1.C(O)(=O)C.C([BH3-])#N.[Na+]. (3) Given the product [CH3:18][C:15]1[CH:16]=[CH:17][C:11]2[N:10]=[C:9]([C:4]3[C:5]([NH2:8])=[N:6][CH:7]=[C:2](/[CH:19]=[CH:20]/[CH3:21])[N:3]=3)[NH:13][C:12]=2[CH:14]=1, predict the reactants needed to synthesize it. The reactants are: Br[C:2]1[N:3]=[C:4]([C:9]2[NH:13][C:12]3[CH:14]=[C:15]([CH3:18])[CH:16]=[CH:17][C:11]=3[N:10]=2)[C:5]([NH2:8])=[N:6][CH:7]=1.[CH:19](B(O)O)=[CH:20][CH3:21].C(P(CC)CC)C.C(=O)([O-])[O-].[Na+].[Na+]. (4) Given the product [C:1]([CH2:3][C@H:4]([N:8]1[C:16]2[CH:15]=[CH:14][NH:13][C:12](=[O:17])[C:11]=2[C:10]([NH:18][C:19]2[CH:27]=[CH:26][C:22]([C:23]([N:60]([CH3:59])[CH2:61][C:62]([F:65])([F:64])[F:63])=[O:25])=[C:21]([CH3:28])[CH:20]=2)=[N:9]1)[CH:5]1[CH2:6][CH2:7]1)#[N:2], predict the reactants needed to synthesize it. The reactants are: [C:1]([CH2:3][C@H:4]([N:8]1[C:16]2[CH:15]=[CH:14][NH:13][C:12](=[O:17])[C:11]=2[C:10]([NH:18][C:19]2[CH:27]=[CH:26][C:22]([C:23]([OH:25])=O)=[C:21]([CH3:28])[CH:20]=2)=[N:9]1)[CH:5]1[CH2:7][CH2:6]1)#[N:2].OC1C2N=NNC=2C=CC=1.C(N=C=NCCCN(C)C)C.CCN(C(C)C)C(C)C.[CH3:59][NH:60][CH2:61][C:62]([F:65])([F:64])[F:63].